From a dataset of Forward reaction prediction with 1.9M reactions from USPTO patents (1976-2016). Predict the product of the given reaction. (1) Given the reactants [CH3:1][O:2][C:3]1[CH:8]=[CH:7][C:6]([S:9]([N:12]2[CH:25]([C:26]3[CH:31]=[CH:30][CH:29]=[CH:28][CH:27]=3)[C:24]3[C:19](=[CH:20][CH:21]=[CH:22][CH:23]=3)[C:18]3[CH:17]=[CH:16][CH:15]=[CH:14][C:13]2=3)(=[O:11])=[O:10])=[CH:5][CH:4]=1.[Br:32]Br.O.[Cl-].[Na+], predict the reaction product. The product is: [Br:32][C:16]1[CH:15]=[CH:14][C:13]2[N:12]([S:9]([C:6]3[CH:5]=[CH:4][C:3]([O:2][CH3:1])=[CH:8][CH:7]=3)(=[O:10])=[O:11])[CH:25]([C:26]3[CH:31]=[CH:30][CH:29]=[CH:28][CH:27]=3)[C:24]3[C:19](=[CH:20][CH:21]=[CH:22][CH:23]=3)[C:18]=2[CH:17]=1. (2) Given the reactants [C:1](Cl)(=[O:5])[C:2](Cl)=[O:3].[NH2:7][C:8]1[C:12]([C:13]2[S:14][CH:15]=[CH:16][CH:17]=2)=[CH:11][N:10](C(OC(C)(C)C)=O)[N:9]=1, predict the reaction product. The product is: [S:14]1[CH:15]=[CH:16][CH:17]=[C:13]1[C:12]1[C:8]([NH:7][C:1](=[O:5])[C:2]([NH:7][C:8]2[C:12]([C:13]3[S:14][CH:15]=[CH:16][CH:17]=3)=[CH:11][NH:10][N:9]=2)=[O:3])=[N:9][NH:10][CH:11]=1. (3) Given the reactants [C:1]([NH:4][CH:5]([CH3:24])[CH2:6][C:7]1[CH:12]=[CH:11][C:10]([C:13]#[C:14][C:15]2[CH:23]=[CH:22][C:18]([C:19]([OH:21])=O)=[CH:17][CH:16]=2)=[CH:9][CH:8]=1)(=[O:3])[CH3:2].CN(C(ON1N=[N:40][C:35]2C=[CH:37][CH:38]=[CH:39][C:34]1=2)=[N+](C)C)C.[B-](F)(F)(F)F.N1CCCCC1, predict the reaction product. The product is: [N:40]1([C:19]([C:18]2[CH:17]=[CH:16][C:15]([C:14]#[C:13][C:10]3[CH:9]=[CH:8][C:7]([CH2:6][CH:5]([NH:4][C:1](=[O:3])[CH3:2])[CH3:24])=[CH:12][CH:11]=3)=[CH:23][CH:22]=2)=[O:21])[CH2:37][CH2:38][CH2:39][CH2:34][CH2:35]1. (4) Given the reactants CO[CH:3]1[CH2:7][CH2:6][CH:5](OC)O1.[NH2:10][C:11]1[CH:12]=[C:13]([C:19]([C:23]2[CH:28]=[CH:27][C:26]([O:29][CH3:30])=[C:25]([O:31][CH2:32][CH3:33])[CH:24]=2)=[CH:20][C:21]#[N:22])[CH:14]=[CH:15][C:16]=1[O:17][CH3:18].CCOC(C)=O.C([O-])(O)=O.[Na+], predict the reaction product. The product is: [CH2:32]([O:31][C:25]1[CH:24]=[C:23]([C:19]([C:13]2[CH:14]=[CH:15][C:16]([O:17][CH3:18])=[C:11]([N:10]3[CH:3]=[CH:7][CH:6]=[CH:5]3)[CH:12]=2)=[CH:20][C:21]#[N:22])[CH:28]=[CH:27][C:26]=1[O:29][CH3:30])[CH3:33]. (5) The product is: [Cl:24][C:25]1[CH:26]=[C:27]([C:28]2[C:15]3[C:16]([F:23])=[C:17]([O:21][CH3:22])[C:18]([OH:20])=[CH:19][C:14]=3[C:3]3[C:4]([CH3:13])=[N:5][N:6]([C:7]([CH3:9])([CH3:8])[CH3:11])[C:2]=3[N:1]=2)[CH:30]=[CH:31][C:32]=1[O:33][CH2:34][C:35]1[CH:40]=[CH:39][CH:38]=[CH:37][CH:36]=1. Given the reactants [NH2:1][C:2]1[N:6]([C:7]([CH2:11]C)([CH2:9]C)[CH3:8])[N:5]=[C:4]([CH3:13])[C:3]=1[C:14]1[CH:15]=[C:16]([F:23])[C:17]([O:21][CH3:22])=[C:18]([OH:20])[CH:19]=1.[Cl:24][C:25]1[CH:26]=[C:27]([CH:30]=[CH:31][C:32]=1[O:33][CH2:34][C:35]1[CH:40]=[CH:39][CH:38]=[CH:37][CH:36]=1)[CH:28]=O.C(=O)C1C=CC=CC=1, predict the reaction product. (6) Given the reactants [CH3:1][O:2][C:3]1[CH:4]=[CH:5][CH:6]=[CH:7][C:8]=1[O:9][CH2:10][CH2:11][NH:12][CH2:13][CH:14]([OH:30])[CH2:15][O:16][C:17]1[CH:18]=[CH:19][CH:20]=[C:21]2[NH:29][C:28]3[CH:27]=[CH:26][CH:25]=[CH:24][C:23]=3[C:22]=12.ClCCl.C(OC(C)C)(=O)C.C(#N)C.[BrH:44], predict the reaction product. The product is: [CH3:1][O:2][C:3]1[CH:4]=[CH:5][CH:6]=[CH:7][C:8]=1[O:9][CH2:10][CH2:11][NH:12][CH2:13][CH:14]([OH:30])[CH2:15][O:16][C:17]1[CH:18]=[CH:19][CH:20]=[C:21]2[NH:29][C:28]3[CH:27]=[CH:26][CH:25]=[CH:24][C:23]=3[C:22]=12.[BrH:44]. (7) Given the reactants Cl.[NH2:2][CH:3]1[C:12]2[C:7](=[CH:8][CH:9]=[CH:10][CH:11]=2)[O:6][CH2:5][CH2:4]1.[OH-].[Na+], predict the reaction product. The product is: [NH2:2][CH:3]1[C:12]2[C:7](=[CH:8][CH:9]=[CH:10][CH:11]=2)[O:6][CH2:5][CH2:4]1. (8) Given the reactants C([Li])(CC)C.[C:6]([Si:10]([CH3:21])([CH3:20])[O:11][C:12]1[C:13]([F:19])=[CH:14][CH:15]=[CH:16][C:17]=1[F:18])([CH3:9])([CH3:8])[CH3:7].CN([CH:25]=[O:26])C.[Cl-].[NH4+], predict the reaction product. The product is: [C:6]([Si:10]([CH3:21])([CH3:20])[O:11][C:12]1[C:17]([F:18])=[C:16]([CH:15]=[CH:14][C:13]=1[F:19])[CH:25]=[O:26])([CH3:9])([CH3:8])[CH3:7]. (9) Given the reactants C[N:2]1C(=O)CCC1.N.Br[C:10]1[CH:18]=[C:17]([CH3:19])[C:16]2[C:12](=[CH:13][N:14]([CH2:20][CH3:21])[N:15]=2)[CH:11]=1, predict the reaction product. The product is: [CH2:20]([N:14]1[CH:13]=[C:12]2[C:16]([C:17]([CH3:19])=[CH:18][C:10]([NH2:2])=[CH:11]2)=[N:15]1)[CH3:21]. (10) The product is: [C:10]([C:8]1[CH:7]=[C:6]([C:14]2[S:18][C:17]([C:19]([NH:21][C@H:22]3[CH2:25][C@H:24]([C:26]([O:28][CH3:29])=[O:27])[CH2:23]3)=[O:20])=[N:16][C:15]=2[CH2:30][CH:31]2[CH2:32][CH2:33][CH2:34][CH2:35][CH2:36]2)[CH:5]=[C:4]([C:1]([OH:3])([CH3:37])[CH3:2])[CH:9]=1)([CH3:12])([CH3:13])[CH3:11]. Given the reactants [C:1]([C:4]1[CH:5]=[C:6]([C:14]2[S:18][C:17]([C:19]([NH:21][C@H:22]3[CH2:25][C@H:24]([C:26]([O:28][CH3:29])=[O:27])[CH2:23]3)=[O:20])=[N:16][C:15]=2[CH2:30][CH:31]2[CH2:36][CH2:35][CH2:34][CH2:33][CH2:32]2)[CH:7]=[C:8]([C:10]([CH3:13])([CH3:12])[CH3:11])[CH:9]=1)(=[O:3])[CH3:2].[CH3:37][Mg+].[Br-], predict the reaction product.